From a dataset of Forward reaction prediction with 1.9M reactions from USPTO patents (1976-2016). Predict the product of the given reaction. (1) Given the reactants [N+](=[C:3]([C:14]([O:16][CH2:17][C:18]1[CH:23]=[CH:22][CH:21]=[CH:20][CH:19]=1)=[O:15])[C:4]([O:6][CH2:7][C:8]1[CH:13]=[CH:12][CH:11]=[CH:10][CH:9]=1)=[O:5])=[N-].[Cl:24][CH2:25][CH2:26][CH2:27][OH:28], predict the reaction product. The product is: [Cl:24][CH2:25][CH2:26][CH2:27][O:28][CH:3]([C:14]([O:16][CH2:17][C:18]1[CH:23]=[CH:22][CH:21]=[CH:20][CH:19]=1)=[O:15])[C:4]([O:6][CH2:7][C:8]1[CH:13]=[CH:12][CH:11]=[CH:10][CH:9]=1)=[O:5]. (2) Given the reactants [NH:1]1[C:9]2[C:4](=[CH:5][CH:6]=[CH:7][CH:8]=2)[C:3]([C:10](=[O:12])[CH3:11])=[N:2]1.C(=O)([O-])[O-].[K+].[K+].Br[CH2:20][C:21]([O:23][C:24]([CH3:27])([CH3:26])[CH3:25])=[O:22], predict the reaction product. The product is: [C:10]([C:3]1[C:4]2[C:9](=[CH:8][CH:7]=[CH:6][CH:5]=2)[N:1]([CH2:20][C:21]([O:23][C:24]([CH3:27])([CH3:26])[CH3:25])=[O:22])[N:2]=1)(=[O:12])[CH3:11]. (3) Given the reactants Br[CH2:2][C:3](=O)[C:4]([CH3:7])([CH3:6])[CH3:5].[NH2:9][NH:10][C:11]([NH2:13])=[S:12], predict the reaction product. The product is: [C:4]([C:3]1[N:13]=[C:11]([NH:10][NH2:9])[S:12][CH:2]=1)([CH3:7])([CH3:6])[CH3:5]. (4) Given the reactants [CH:1]1([N:4]2[C:9]3[N:10]=[C:11]([S:14][CH3:15])[N:12]=[CH:13][C:8]=3[CH:7]=[CH:6][C:5]2=[O:16])[CH2:3][CH2:2]1.C1(S(N2C(C3C=CC=CC=3)O2)(=O)=[O:24])C=CC=CC=1, predict the reaction product. The product is: [CH:1]1([N:4]2[C:9]3[N:10]=[C:11]([S:14]([CH3:15])=[O:24])[N:12]=[CH:13][C:8]=3[CH:7]=[CH:6][C:5]2=[O:16])[CH2:3][CH2:2]1. (5) Given the reactants C(O[C:4]([C:6]1[CH:11]=[CH:10][N:9]=[N:8][C:7]=1[NH:12][C:13](=[O:24])[CH2:14][C:15]1[C:20]([F:21])=[CH:19][C:18]([F:22])=[CH:17][C:16]=1[F:23])=[O:5])C.C[Si]([N-][Si](C)(C)C)(C)C.[Na+], predict the reaction product. The product is: [F:21][C:20]1[CH:19]=[C:18]([F:22])[CH:17]=[C:16]([F:23])[C:15]=1[CH:14]1[C:13](=[O:24])[NH:12][C:7]2[N:8]=[N:9][CH:10]=[CH:11][C:6]=2[C:4]1=[O:5]. (6) Given the reactants [Br:1][C:2]1[C:3]([CH3:18])=[C:4]([NH:8][C:9](=[O:17])[CH2:10][C:11]2[CH:16]=[CH:15][CH:14]=[CH:13][N:12]=2)[CH:5]=[CH:6][CH:7]=1.[B-](F)(F)(F)[F:20].[B-](F)(F)(F)F.C1[N+]2(CCl)CC[N+](F)(CC2)C1, predict the reaction product. The product is: [Br:1][C:2]1[C:3]([CH3:18])=[C:4]([NH:8][C:9](=[O:17])[CH:10]([F:20])[C:11]2[CH:16]=[CH:15][CH:14]=[CH:13][N:12]=2)[CH:5]=[CH:6][CH:7]=1. (7) Given the reactants C(O[C:4]([C:6]1[CH2:7][N:8]([C:22](=[O:30])[C:23]2[CH:28]=[CH:27][C:26]([Cl:29])=[CH:25][CH:24]=2)[CH2:9][CH2:10][C:11]=1[NH:12][C:13]([O:15]C1C=CC=CC=1)=O)=[O:5])C.[CH3:31][N:32]([CH3:34])[NH2:33].C1CCN2C(=NCCC2)CC1.[OH-].[Na+], predict the reaction product. The product is: [Cl:29][C:26]1[CH:25]=[CH:24][C:23]([C:22]([N:8]2[CH2:9][CH2:10][C:11]3[NH:12][C:13](=[O:15])[N:33]([N:32]([CH3:34])[CH3:31])[C:4](=[O:5])[C:6]=3[CH2:7]2)=[O:30])=[CH:28][CH:27]=1.